From a dataset of Forward reaction prediction with 1.9M reactions from USPTO patents (1976-2016). Predict the product of the given reaction. (1) Given the reactants [Cl:1][C:2]1[CH:7]=[C:6]([Cl:8])[CH:5]=[CH:4][C:3]=1[C:9]1[S:13][C:12]([C:14]([OH:16])=O)=[CH:11][C:10]=1[C:17]1[CH:22]=[CH:21][C:20]([O:23][CH3:24])=[CH:19][CH:18]=1.[C:25]1([C:31]2([C:37]([NH2:39])=[O:38])[CH2:36][CH2:35][NH:34][CH2:33][CH2:32]2)[CH:30]=[CH:29][CH:28]=[CH:27][CH:26]=1.CCN(CC)CC.CN(C(ON1N=NC2C=CC=CC1=2)=[N+](C)C)C.[B-](F)(F)(F)F, predict the reaction product. The product is: [Cl:1][C:2]1[CH:7]=[C:6]([Cl:8])[CH:5]=[CH:4][C:3]=1[C:9]1[S:13][C:12]([C:14]([N:34]2[CH2:33][CH2:32][C:31]([C:25]3[CH:26]=[CH:27][CH:28]=[CH:29][CH:30]=3)([C:37]([NH2:39])=[O:38])[CH2:36][CH2:35]2)=[O:16])=[CH:11][C:10]=1[C:17]1[CH:22]=[CH:21][C:20]([O:23][CH3:24])=[CH:19][CH:18]=1. (2) Given the reactants [NH2:1][CH:2]([C:6]1[CH:11]=[CH:10][C:9]([Cl:12])=[CH:8][CH:7]=1)[C:3]([OH:5])=[O:4].[OH-].[Na+].[C:15](O[C:15]([O:17][C:18]([CH3:21])([CH3:20])[CH3:19])=[O:16])([O:17][C:18]([CH3:21])([CH3:20])[CH3:19])=[O:16], predict the reaction product. The product is: [C:18]([O:17][C:15]([NH:1][CH:2]([C:6]1[CH:11]=[CH:10][C:9]([Cl:12])=[CH:8][CH:7]=1)[C:3]([OH:5])=[O:4])=[O:16])([CH3:21])([CH3:20])[CH3:19]. (3) Given the reactants [CH2:1]([Li])[CH2:2][CH2:3][CH3:4].[Si:6]([O:13][CH2:14][CH2:15][CH2:16][CH2:17][CH:18]([C:29]1[CH:34]=[C:33]([F:35])[CH:32]=[CH:31][C:30]=1[F:36])[S:19]([C:22]1[CH:27]=[CH:26][C:25]([Cl:28])=[CH:24][CH:23]=1)(=[O:21])=[O:20])([C:9]([CH3:12])([CH3:11])[CH3:10])([CH3:8])[CH3:7].CN(C)P(=O)(N(C)C)N(C)C.ICCCC, predict the reaction product. The product is: [Si:6]([O:13][CH2:14][CH2:15][CH2:16][CH2:17][C:18]([C:29]1[CH:34]=[C:33]([F:35])[CH:32]=[CH:31][C:30]=1[F:36])([S:19]([C:22]1[CH:23]=[CH:24][C:25]([Cl:28])=[CH:26][CH:27]=1)(=[O:21])=[O:20])[CH2:1][CH2:2][CH2:3][CH3:4])([C:9]([CH3:12])([CH3:11])[CH3:10])([CH3:8])[CH3:7]. (4) Given the reactants O=[C:2]([CH2:8][C:9]([O:11][CH3:12])=[O:10])[CH2:3][C:4]([O:6][CH3:7])=[O:5].[CH3:13][O:14][C:15]1[CH:20]=[CH:19][C:18]([CH2:21][NH2:22])=[CH:17][CH:16]=1.[CH3:23][C:24]([O-])=O.[Na+].ClCC=O, predict the reaction product. The product is: [CH3:7][O:6][C:4](=[O:5])[CH2:3][C:2]1[N:22]([CH2:21][C:18]2[CH:19]=[CH:20][C:15]([O:14][CH3:13])=[CH:16][CH:17]=2)[CH:23]=[CH:24][C:8]=1[C:9]([O:11][CH3:12])=[O:10].